Dataset: Forward reaction prediction with 1.9M reactions from USPTO patents (1976-2016). Task: Predict the product of the given reaction. (1) Given the reactants Br[C:2]1[CH:7]=[CH:6][C:5]([O:8][C:9]([F:12])([F:11])[F:10])=[CH:4][C:3]=1[NH:13][C:14](=O)[C:15](F)(F)F.C(N([CH2:25][CH3:26])CC)C.C(=O)([O-])[O-].[K+].[K+], predict the reaction product. The product is: [C:26]1([C:14]2[NH:13][C:3]3[C:2]([CH:15]=2)=[CH:7][CH:6]=[C:5]([O:8][C:9]([F:12])([F:11])[F:10])[CH:4]=3)[CH:25]=[CH:4][CH:3]=[CH:2][CH:7]=1. (2) Given the reactants [NH2:1][C:2]1[S:3][C:4]2[C:9]([N:10]=1)=[CH:8][CH:7]=[C:6]([O:11][C:12]1[C:13]([Cl:33])=[CH:14][C:15]([F:32])=[C:16]([NH:18][C:19](=[O:31])[C:20]3[CH:25]=[CH:24][CH:23]=[C:22]([C:26]([C:29]#[N:30])([CH3:28])[CH3:27])[CH:21]=3)[CH:17]=1)[N:5]=2.[Cl:34][CH2:35][C:36](Cl)=[O:37], predict the reaction product. The product is: [Cl:33][C:13]1[C:12]([O:11][C:6]2[N:5]=[C:4]3[S:3][C:2]([NH:1][C:36](=[O:37])[CH2:35][Cl:34])=[N:10][C:9]3=[CH:8][CH:7]=2)=[CH:17][C:16]([NH:18][C:19](=[O:31])[C:20]2[CH:25]=[CH:24][CH:23]=[C:22]([C:26]([C:29]#[N:30])([CH3:28])[CH3:27])[CH:21]=2)=[C:15]([F:32])[CH:14]=1. (3) Given the reactants [OH-].[Na+].[CH3:3][C:4]1[CH:9]=[CH:8][CH:7]=[CH:6][C:5]=1[C:10]1[CH:15]=[CH:14][C:13]([C:16]([O:18]C)=[O:17])=[CH:12][C:11]=1[C:20]([F:23])([F:22])[F:21], predict the reaction product. The product is: [CH3:3][C:4]1[CH:9]=[CH:8][CH:7]=[CH:6][C:5]=1[C:10]1[CH:15]=[CH:14][C:13]([C:16]([OH:18])=[O:17])=[CH:12][C:11]=1[C:20]([F:21])([F:22])[F:23]. (4) The product is: [C:1]([C:5]1[N:10]=[C:9]([N:21]2[CH2:22][CH2:23][N:18]([CH3:17])[CH2:19][CH2:20]2)[C:8]([C:12]([OH:14])=[O:13])=[CH:7][N:6]=1)([CH3:2])([CH3:3])[CH3:4]. Given the reactants [C:1]([C:5]1[N:10]=[C:9](Cl)[C:8]([C:12]([O:14]CC)=[O:13])=[CH:7][N:6]=1)([CH3:4])([CH3:3])[CH3:2].[CH3:17][N:18]1[CH2:23][CH2:22][NH:21][CH2:20][CH2:19]1, predict the reaction product. (5) The product is: [O:23]=[C:24]1[O:6][N:4]([C:7]2[CH:12]=[CH:11][CH:10]=[CH:9][CH:8]=2)[CH:31]=[C:25]1[C:26]([O:28][CH2:29][CH3:30])=[O:27]. Given the reactants O.NN.[N+:4]([C:7]1[CH:12]=[CH:11][CH:10]=[CH:9][CH:8]=1)([O-:6])=O.C1(NO)C=CC=CC=1.CC[O:23][CH:24]=[C:25]([C:31](OCC)=O)[C:26]([O:28][CH2:29][CH3:30])=[O:27], predict the reaction product. (6) Given the reactants [F:1][C:2]([F:7])([F:6])[C:3]([OH:5])=[O:4].[Cl:8][CH2:9][CH:10]([OH:21])[C@H:11]([NH:13]C(=O)OC(C)(C)C)C, predict the reaction product. The product is: [F:1][C:2]([F:7])([F:6])[C:3]([O-:5])=[O:4].[Cl:8][CH2:9][C@H:10]([OH:21])[CH2:11][NH3+:13]. (7) Given the reactants [Cl:1][C:2]([Cl:19])([Cl:18])[C:3]([N:5]1[CH2:13][C:12]2[C:7](=[CH:8][CH:9]=[C:10]([S:14](Cl)(=[O:16])=[O:15])[CH:11]=2)[CH2:6]1)=[O:4].[NH2:20][C:21]1[S:22][CH:23]=[CH:24][N:25]=1.N1C=CC=CC=1, predict the reaction product. The product is: [S:22]1[CH:23]=[CH:24][N:25]=[C:21]1[NH:20][S:14]([C:10]1[CH:11]=[C:12]2[C:7](=[CH:8][CH:9]=1)[CH2:6][N:5]([C:3](=[O:4])[C:2]([Cl:19])([Cl:18])[Cl:1])[CH2:13]2)(=[O:16])=[O:15].